Dataset: Forward reaction prediction with 1.9M reactions from USPTO patents (1976-2016). Task: Predict the product of the given reaction. (1) Given the reactants [Cl:1][C:2]1[CH:9]=[CH:8][CH:7]=[C:6]([Cl:10])[C:3]=1[CH:4]=O.[CH3:11][CH2:12][O:13][C:14]([CH2:16]P(OCC)(OCC)=O)=[O:15].CC([O-])(C)C.[K+], predict the reaction product. The product is: [CH2:12]([O:13][C:14](=[O:15])/[CH:16]=[CH:4]/[C:3]1[C:2]([Cl:1])=[CH:9][CH:8]=[CH:7][C:6]=1[Cl:10])[CH3:11]. (2) Given the reactants O.[NH2:2][NH2:3].[NH:4]1[CH:8]=[CH:7][CH:6]=[C:5]1[C:9]([O:11]C)=O, predict the reaction product. The product is: [NH:4]1[CH:8]=[CH:7][CH:6]=[C:5]1[C:9]([NH:2][NH2:3])=[O:11]. (3) Given the reactants [CH2:1]([NH:4][CH2:5][CH:6]=[CH2:7])[CH:2]=[CH2:3].[C:8]([OH:12])(=[O:11])[CH:9]=[CH2:10], predict the reaction product. The product is: [CH2:1]([N:4]([CH2:5][CH:6]=[CH2:7])[CH2:10][CH2:9][C:8]([OH:12])=[O:11])[CH:2]=[CH2:3].